This data is from Catalyst prediction with 721,799 reactions and 888 catalyst types from USPTO. The task is: Predict which catalyst facilitates the given reaction. Reactant: [CH3:1][N:2]1[CH2:7][CH2:6][N:5]([C:8]2[N:13]=[C:12]([O:14][CH2:15][C:16]3[CH:17]=[N:18][CH:19]=[CH:20][CH:21]=3)[C:11]([S:22][C:23]3[CH:24]=[C:25]([NH:29]C(=O)C)[CH:26]=[CH:27][CH:28]=3)=[CH:10][N:9]=2)[CH2:4][CH2:3]1.B(F)(F)F.CO.CCN(CC)CC. Product: [CH3:1][N:2]1[CH2:7][CH2:6][N:5]([C:8]2[N:13]=[C:12]([O:14][CH2:15][C:16]3[CH:17]=[N:18][CH:19]=[CH:20][CH:21]=3)[C:11]([S:22][C:23]3[CH:24]=[C:25]([CH:26]=[CH:27][CH:28]=3)[NH2:29])=[CH:10][N:9]=2)[CH2:4][CH2:3]1. The catalyst class is: 5.